Task: Predict the product of the given reaction.. Dataset: Forward reaction prediction with 1.9M reactions from USPTO patents (1976-2016) (1) Given the reactants [N:1]1([C:7]([C:9]2[CH:14]=[CH:13][C:12]([NH:15][C:16]3[N:20](COCC[Si](C)(C)C)[N:19]=[CH:18][C:17]=3[C:29]#[N:30])=[CH:11][CH:10]=2)=[O:8])[CH2:6][CH2:5][O:4][CH2:3][CH2:2]1.Cl, predict the reaction product. The product is: [N:1]1([C:7]([C:9]2[CH:14]=[CH:13][C:12]([NH:15][C:16]3[NH:20][N:19]=[CH:18][C:17]=3[C:29]#[N:30])=[CH:11][CH:10]=2)=[O:8])[CH2:6][CH2:5][O:4][CH2:3][CH2:2]1. (2) Given the reactants [Cl:1][C:2]1[CH:7]=[C:6]([O:8][C:9]2[CH:14]=[CH:13][C:12]([NH2:15])=[CH:11][C:10]=2[F:16])[CH:5]=[CH:4][N:3]=1.[F:17][C:18]1[CH:23]=[CH:22][C:21]([CH2:24][C:25]([N:27]=[C:28]=[S:29])=[O:26])=[CH:20][CH:19]=1, predict the reaction product. The product is: [Cl:1][C:2]1[CH:7]=[C:6]([O:8][C:9]2[CH:14]=[CH:13][C:12]([NH:15][C:28]([NH:27][C:25](=[O:26])[CH2:24][C:21]3[CH:22]=[CH:23][C:18]([F:17])=[CH:19][CH:20]=3)=[S:29])=[CH:11][C:10]=2[F:16])[CH:5]=[CH:4][N:3]=1. (3) Given the reactants [O:1]1[C:6]2([CH2:11][CH2:10][NH:9][CH2:8][CH2:7]2)[O:5][CH2:4][CH2:3][CH2:2]1.C(N(CC)CC)C.Cl[C:20]([O:22][CH2:23][C:24]1[CH:29]=[CH:28][CH:27]=[CH:26][CH:25]=1)=[O:21], predict the reaction product. The product is: [O:1]1[C:6]2([CH2:11][CH2:10][N:9]([C:20]([O:22][CH2:23][C:24]3[CH:29]=[CH:28][CH:27]=[CH:26][CH:25]=3)=[O:21])[CH2:8][CH2:7]2)[O:5][CH2:4][CH2:3][CH2:2]1. (4) Given the reactants CS([C:5]1[N:10]=[C:9]([C:11]2[N:15]3[CH:16]=[CH:17][N:18]=[C:19]([N:20]4[CH2:25][CH2:24][N:23]([CH3:26])[CH2:22][CH2:21]4)[C:14]3=[N:13][CH:12]=2)[CH:8]=[CH:7][N:6]=1)(=O)=O.[S:27]1[CH:31]=[CH:30][C:29]([CH2:32][NH2:33])=[CH:28]1, predict the reaction product. The product is: [CH3:26][N:23]1[CH2:24][CH2:25][N:20]([C:19]2[C:14]3[N:15]([C:11]([C:9]4[CH:8]=[CH:7][N:6]=[C:5]([NH:33][CH2:32][C:29]5[CH:30]=[CH:31][S:27][CH:28]=5)[N:10]=4)=[CH:12][N:13]=3)[CH:16]=[CH:17][N:18]=2)[CH2:21][CH2:22]1. (5) Given the reactants Cl[C:2]1[N:7]=[N:6][C:5]([C:8]([N:10]2[CH2:15][CH2:14][N:13]([C:16]3[C:21]([CH3:22])=[CH:20][C:19]([CH:23]4[CH2:25][CH2:24]4)=[CH:18][N:17]=3)[CH2:12][CH2:11]2)=[O:9])=[CH:4][CH:3]=1.[CH3:26][CH:27]1[NH:31][C:30](=[O:32])[CH2:29][CH2:28]1, predict the reaction product. The product is: [CH:23]1([C:19]2[CH:20]=[C:21]([CH3:22])[C:16]([N:13]3[CH2:14][CH2:15][N:10]([C:8]([C:5]4[N:6]=[N:7][C:2]([N:31]5[CH:27]([CH3:26])[CH2:28][CH2:29][C:30]5=[O:32])=[CH:3][CH:4]=4)=[O:9])[CH2:11][CH2:12]3)=[N:17][CH:18]=2)[CH2:25][CH2:24]1. (6) Given the reactants Cl[CH2:2][C:3]1[CH:8]=[CH:7][C:6]([C:9]2[C:10]([NH:15][S:16]([C:19]3[CH:24]=[CH:23][CH:22]=[CH:21][C:20]=3[C:25]([F:28])([F:27])[F:26])(=[O:18])=[O:17])=[N:11][CH:12]=[CH:13][N:14]=2)=[CH:5][CH:4]=1.[F:29][C:30]1[CH:37]=[CH:36][C:33]([NH:34][CH3:35])=[CH:32][CH:31]=1, predict the reaction product. The product is: [F:29][C:30]1[CH:37]=[CH:36][C:33]([N:34]([CH2:2][C:3]2[CH:8]=[CH:7][C:6]([C:9]3[C:10]([NH:15][S:16]([C:19]4[CH:24]=[CH:23][CH:22]=[CH:21][C:20]=4[C:25]([F:28])([F:27])[F:26])(=[O:18])=[O:17])=[N:11][CH:12]=[CH:13][N:14]=3)=[CH:5][CH:4]=2)[CH3:35])=[CH:32][CH:31]=1.